From a dataset of Peptide-MHC class I binding affinity with 185,985 pairs from IEDB/IMGT. Regression. Given a peptide amino acid sequence and an MHC pseudo amino acid sequence, predict their binding affinity value. This is MHC class I binding data. The peptide sequence is THFQRKRRV. The MHC is HLA-B15:01 with pseudo-sequence HLA-B15:01. The binding affinity (normalized) is 0.0847.